Dataset: Full USPTO retrosynthesis dataset with 1.9M reactions from patents (1976-2016). Task: Predict the reactants needed to synthesize the given product. (1) Given the product [CH:14]1([CH2:17][O:18][C:19]2[CH:24]=[C:23]([CH:2]([C:3]([O:5][CH2:6][CH3:7])=[O:4])[C:1]([O:9][CH2:10][CH3:11])=[O:8])[CH:22]=[CH:21][C:20]=2[N+:26]([O-:28])=[O:27])[CH2:15][CH2:16]1, predict the reactants needed to synthesize it. The reactants are: [C:1]([O:9][CH2:10][CH3:11])(=[O:8])[CH2:2][C:3]([O:5][CH2:6][CH3:7])=[O:4].[H-].[Na+].[CH:14]1([CH2:17][O:18][C:19]2[CH:24]=[C:23](F)[CH:22]=[CH:21][C:20]=2[N+:26]([O-:28])=[O:27])[CH2:16][CH2:15]1. (2) Given the product [CH2:5]=[C:10]1[C:11]2[C:16](=[CH:15][CH:14]=[CH:13][CH:12]=2)[O:7][CH2:8][CH2:9]1, predict the reactants needed to synthesize it. The reactants are: [Pb](Cl)Cl.Br[CH2:5]Br.[O:7]1[C:16]2[C:11](=[CH:12][CH:13]=[CH:14][CH:15]=2)[C:10](=O)[CH2:9][CH2:8]1.Cl. (3) Given the product [Cl:1][C:2]1[CH:3]=[C:4]2[C:8](=[CH:9][CH:10]=1)[N:7]([S:11]([C:14]1[CH:19]=[CH:18][C:17]([O:20][CH3:21])=[CH:16][C:15]=1[O:22][C:23]([F:25])([F:24])[F:26])(=[O:12])=[O:13])[C:6](=[O:27])[C:5]2([N:39]1[CH2:48][C@H:47]([OH:49])[CH2:46][C@H:40]1[C:41]([N:43]([CH3:44])[CH3:45])=[O:42])[C:28]1[CH:33]=[C:32]([CH2:34][CH2:35][N:50]2[CH2:55][CH2:54][CH2:53][CH2:52][CH2:51]2)[CH:31]=[CH:30][C:29]=1[O:37][CH3:38], predict the reactants needed to synthesize it. The reactants are: [Cl:1][C:2]1[CH:3]=[C:4]2[C:8](=[CH:9][CH:10]=1)[N:7]([S:11]([C:14]1[CH:19]=[CH:18][C:17]([O:20][CH3:21])=[CH:16][C:15]=1[O:22][C:23]([F:26])([F:25])[F:24])(=[O:13])=[O:12])[C:6](=[O:27])[C:5]2([N:39]1[CH2:48][C@H:47]([OH:49])[CH2:46][C@H:40]1[C:41]([N:43]([CH3:45])[CH3:44])=[O:42])[C:28]1[CH:33]=[C:32]([CH2:34][CH:35]=O)[CH:31]=[CH:30][C:29]=1[O:37][CH3:38].[NH:50]1[CH2:55][CH2:54][CH2:53][CH2:52][CH2:51]1. (4) Given the product [F:12][C:10]([F:13])([F:11])[C:8]1[CH:7]=[C:6]([C@H:14]([O:16][C@H:17]2[CH2:22][CH2:21][N:20]([C:34]([NH:33][CH2:31][CH3:32])=[O:35])[CH2:19][C@H:18]2[C:23]2[CH:28]=[CH:27][CH:26]=[CH:25][CH:24]=2)[CH3:15])[CH:5]=[C:4]([C:3]([F:29])([F:2])[F:30])[CH:9]=1, predict the reactants needed to synthesize it. The reactants are: Cl.[F:2][C:3]([F:30])([F:29])[C:4]1[CH:5]=[C:6]([C@H:14]([O:16][C@H:17]2[CH2:22][CH2:21][NH:20][CH2:19][C@H:18]2[C:23]2[CH:28]=[CH:27][CH:26]=[CH:25][CH:24]=2)[CH3:15])[CH:7]=[C:8]([C:10]([F:13])([F:12])[F:11])[CH:9]=1.[CH2:31]([N:33]=[C:34]=[O:35])[CH3:32].